Dataset: Retrosynthesis with 50K atom-mapped reactions and 10 reaction types from USPTO. Task: Predict the reactants needed to synthesize the given product. (1) The reactants are: Fc1cccc2c1C(C(F)(F)F)NCC2.O=C(O)c1cc2ncc(Br)cn2n1. Given the product O=C(c1cc2ncc(Br)cn2n1)N1CCc2cccc(F)c2C1C(F)(F)F, predict the reactants needed to synthesize it. (2) Given the product Cn1cc(CCO)c2c3c(c(-c4ccccc4Cl)cc21)C(=O)NC3=O, predict the reactants needed to synthesize it. The reactants are: C=Cc1cn(C)c2cc(-c3ccccc3Cl)c3c(c12)C(=O)NC3=O.OO. (3) Given the product CCOC(=O)c1ccc(OCCNC(=O)c2cc3ccccc3o2)cc1, predict the reactants needed to synthesize it. The reactants are: CCOC(=O)c1ccc(OCCN)cc1.O=C(O)c1cc2ccccc2o1. (4) Given the product CCc1c(C(=O)c2cc(C)cc(C)c2)n(Cc2ccccn2)c(=O)[nH]c1=O, predict the reactants needed to synthesize it. The reactants are: CCc1c(C(=O)c2cc(C)cc(C)c2)[nH]c(=O)[nH]c1=O.ClCc1ccccn1.